From a dataset of Reaction yield outcomes from USPTO patents with 853,638 reactions. Predict the reaction yield, written as a fraction of the theoretical maximum amount of product (1.0 means a 100% yield; for example, 0.34 means a 34% yield). (1) The reactants are Br[C:2]1[CH:20]=[N:19][C:5]2[NH:6][CH2:7][N:8]([CH2:11][C:12]3[CH:17]=[CH:16][C:15]([F:18])=[CH:14][CH:13]=3)[C:9](=[O:10])[C:4]=2[CH:3]=1.[F:21][C:22]1[CH:27]=[CH:26][C:25]([C:28]2[O:29][C:30]3[CH:40]=[C:39]([N:41]([CH3:46])[S:42]([CH3:45])(=[O:44])=[O:43])[C:38](B4OC(C)(C)C(C)(C)O4)=[CH:37][C:31]=3[C:32]=2[C:33]([NH:35][CH3:36])=[O:34])=[CH:24][CH:23]=1. The catalyst is O1CCOCC1.O.C1C=CC(P(C2C=CC=CC=2)[C-]2C=CC=C2)=CC=1.C1C=CC(P(C2C=CC=CC=2)[C-]2C=CC=C2)=CC=1.Cl[Pd]Cl.[Fe+2]. The product is [F:18][C:15]1[CH:16]=[CH:17][C:12]([CH2:11][N:8]2[C:9](=[O:10])[C:4]3[CH:3]=[C:2]([C:38]4[C:39]([N:41]([CH3:46])[S:42]([CH3:45])(=[O:44])=[O:43])=[CH:40][C:30]5[O:29][C:28]([C:25]6[CH:26]=[CH:27][C:22]([F:21])=[CH:23][CH:24]=6)=[C:32]([C:33]([NH:35][CH3:36])=[O:34])[C:31]=5[CH:37]=4)[CH:20]=[N:19][C:5]=3[NH:6][CH2:7]2)=[CH:13][CH:14]=1. The yield is 0.420. (2) The reactants are [N:1]1([C:6]2[CH:13]=[CH:12][C:9]([C:10]#[N:11])=[CH:8][CH:7]=2)[CH:5]=[CH:4][N:3]=[CH:2]1.[H-].[H-].[H-].[H-].[Li+].[Al+3].C1COCC1. The catalyst is C1COCC1. The product is [N:1]1([C:6]2[CH:7]=[CH:8][C:9]([CH2:10][NH2:11])=[CH:12][CH:13]=2)[CH:5]=[CH:4][N:3]=[CH:2]1. The yield is 0.800. (3) The reactants are [F:1][C:2]1[C:7]2[C:8]([C:18](=[O:21])[NH:19][CH3:20])=[C:9]([C:11]3[CH:16]=[CH:15][C:14]([F:17])=[CH:13][CH:12]=3)[O:10][C:6]=2[CH:5]=[CH:4][C:3]=1[C:22]1[CH:23]=[C:24]([CH:28]=[CH:29][C:30]=1[O:31][CH3:32])[C:25]([OH:27])=O.C(N(C(C)C)C(C)C)C.[CH3:42][C:43]([NH2:46])([CH3:45])[CH3:44].CN(C(ON1N=NC2C=CC=NC1=2)=[N+](C)C)C.F[P-](F)(F)(F)(F)F. The catalyst is C(#N)C.CN(C=O)C. The product is [C:43]([NH:46][C:25]([C:24]1[CH:28]=[CH:29][C:30]([O:31][CH3:32])=[C:22]([C:3]2[CH:4]=[CH:5][C:6]3[O:10][C:9]([C:11]4[CH:16]=[CH:15][C:14]([F:17])=[CH:13][CH:12]=4)=[C:8]([C:18]([NH:19][CH3:20])=[O:21])[C:7]=3[C:2]=2[F:1])[CH:23]=1)=[O:27])([CH3:45])([CH3:44])[CH3:42]. The yield is 0.800. (4) The reactants are [Cl:1][C:2]1[CH:7]=[CH:6][C:5]([C:8]2[C:12]3[CH2:13][N:14]([C:17](=[O:19])[CH3:18])[CH2:15][CH2:16][C:11]=3[N:10]([CH2:20][CH2:21][CH2:22]Cl)[N:9]=2)=[CH:4][CH:3]=1.[F:24][C:25]1[CH:30]=[CH:29][CH:28]=[CH:27][C:26]=1[N:31]1[CH2:36][CH2:35][NH:34][CH2:33][CH2:32]1.C([O-])([O-])=O.[K+].[K+].CO.CCOC(C)=O. The catalyst is CC#N. The product is [Cl:1][C:2]1[CH:7]=[CH:6][C:5]([C:8]2[C:12]3[CH2:13][N:14]([C:17](=[O:19])[CH3:18])[CH2:15][CH2:16][C:11]=3[N:10]([CH2:20][CH2:21][CH2:22][N:34]3[CH2:33][CH2:32][N:31]([C:26]4[CH:27]=[CH:28][CH:29]=[CH:30][C:25]=4[F:24])[CH2:36][CH2:35]3)[N:9]=2)=[CH:4][CH:3]=1. The yield is 0.410. (5) The reactants are [CH3:1][C:2]1[C:6]2=[N:7][CH:8]=[CH:9][CH:10]=[C:5]2[S:4][C:3]=1[C:11](OCC)=[O:12].[Cl-].[Ca+2].[Cl-].[BH4-].[Na+].[Cl-].[NH4+]. The catalyst is O1CCCC1.[O-2].[O-2].[Mn+4].C(O)C. The product is [CH3:1][C:2]1[C:6]2=[N:7][CH:8]=[CH:9][CH:10]=[C:5]2[S:4][C:3]=1[CH:11]=[O:12]. The yield is 0.930. (6) The reactants are [F:1][C:2]1[CH:3]=[C:4]([NH:14][C:15](=[O:21])[O:16][C:17]([CH3:20])([CH3:19])[CH3:18])[C:5]([C:10](=[O:13])[CH2:11][F:12])=[N:6][C:7]=1[O:8][CH3:9].[CH3:22][N:23]([CH:25](N(C)C)OC(C)(C)C)[CH3:24]. The catalyst is C1(C)C=CC=CC=1. The product is [CH3:22][N:23]([CH3:25])[CH:24]=[C:11]([F:12])[C:10]([C:5]1[C:4]([NH:14][C:15](=[O:21])[O:16][C:17]([CH3:18])([CH3:20])[CH3:19])=[CH:3][C:2]([F:1])=[C:7]([O:8][CH3:9])[N:6]=1)=[O:13]. The yield is 0.490. (7) The yield is 0.280. The catalyst is COCCOC.CCOC(C)=O. The reactants are Cl[C:2]1[CH:3]=[CH:4][C:5]2[CH:10]=[N:9][C:8]([S:11][CH3:12])=[N:7][C:6]=2[N:13]=1.[CH3:14][C:15]([OH:32])([CH3:31])[CH2:16][N:17]1[CH:21]=[C:20](B2OC(C)(C)C(C)(C)O2)[CH:19]=[N:18]1.C([O-])([O-])=O.[Na+].[Na+]. The product is [CH3:14][C:15]([OH:32])([CH3:31])[CH2:16][N:17]1[CH:21]=[C:20]([C:2]2[CH:3]=[CH:4][C:5]3[CH:10]=[N:9][C:8]([S:11][CH3:12])=[N:7][C:6]=3[N:13]=2)[CH:19]=[N:18]1. (8) The reactants are O[Li].O.SCC(O)=O.[CH2:9]([O:16][N:17]([C@H:30]1[CH2:35][N:34]([C:36]([O:38][C:39]([CH3:42])([CH3:41])[CH3:40])=[O:37])[C@H:33]([C:43]([O:45][CH2:46][CH3:47])=[O:44])[CH2:32][CH2:31]1)S(C1C=CC=CC=1[N+]([O-])=O)(=O)=O)[C:10]1[CH:15]=[CH:14][CH:13]=[CH:12][CH:11]=1. The catalyst is CN(C=O)C.O. The product is [CH2:9]([O:16][NH:17][C@H:30]1[CH2:35][N:34]([C:36]([O:38][C:39]([CH3:41])([CH3:42])[CH3:40])=[O:37])[C@H:33]([C:43]([O:45][CH2:46][CH3:47])=[O:44])[CH2:32][CH2:31]1)[C:10]1[CH:15]=[CH:14][CH:13]=[CH:12][CH:11]=1. The yield is 0.850. (9) The reactants are [Li+].[CH3:2]C([N-]C(C)C)C.[C:9]1([C:19]2[CH:24]=[CH:23][CH:22]=[CH:21][CH:20]=2)[CH:14]=[CH:13][C:12]([CH2:15][C:16]([OH:18])=[O:17])=[CH:11][CH:10]=1.CI. The catalyst is C1COCC1. The product is [C:9]1([C:19]2[CH:20]=[CH:21][CH:22]=[CH:23][CH:24]=2)[CH:10]=[CH:11][C:12]([CH:15]([CH3:2])[C:16]([OH:18])=[O:17])=[CH:13][CH:14]=1. The yield is 0.230.